The task is: Predict the reactants needed to synthesize the given product.. This data is from Full USPTO retrosynthesis dataset with 1.9M reactions from patents (1976-2016). Given the product [Cl:1][C:2]1[CH:22]=[C:21]([S:23]([C:26]2[CH:27]=[CH:28][CH:29]=[CH:30][CH:31]=2)(=[O:25])=[O:24])[CH:20]=[CH:19][C:3]=1[O:4][C:5]1[CH:6]=[C:7]([CH2:15][C:16]([NH:37][S:34]([CH2:32][CH3:33])(=[O:36])=[O:35])=[O:18])[CH:8]=[C:9]([C:11]([F:13])([F:12])[F:14])[CH:10]=1, predict the reactants needed to synthesize it. The reactants are: [Cl:1][C:2]1[CH:22]=[C:21]([S:23]([C:26]2[CH:31]=[CH:30][CH:29]=[CH:28][CH:27]=2)(=[O:25])=[O:24])[CH:20]=[CH:19][C:3]=1[O:4][C:5]1[CH:6]=[C:7]([CH2:15][C:16]([OH:18])=O)[CH:8]=[C:9]([C:11]([F:14])([F:13])[F:12])[CH:10]=1.[CH2:32]([S:34]([NH2:37])(=[O:36])=[O:35])[CH3:33].